This data is from Peptide-MHC class II binding affinity with 134,281 pairs from IEDB. The task is: Regression. Given a peptide amino acid sequence and an MHC pseudo amino acid sequence, predict their binding affinity value. This is MHC class II binding data. (1) The peptide sequence is PAPGAAGPPQVGLSY. The MHC is H-2-IAb with pseudo-sequence H-2-IAb. The binding affinity (normalized) is 0.381. (2) The peptide sequence is DYGIKQINSR. The MHC is H-2-IAk with pseudo-sequence H-2-IAk. The binding affinity (normalized) is 0.221. (3) The peptide sequence is QRGVGVAQGGVFHTM. The MHC is DRB3_0202 with pseudo-sequence DRB3_0202. The binding affinity (normalized) is 0. (4) The peptide sequence is ASVGKMIDGIGRFYI. The MHC is DRB1_1501 with pseudo-sequence DRB1_1501. The binding affinity (normalized) is 0.204. (5) The peptide sequence is NGKINMPMSVKTCDEECCPV. The MHC is DRB1_0401 with pseudo-sequence DRB1_0401. The binding affinity (normalized) is 0. (6) The peptide sequence is DVKFPGGGQITGGVY. The MHC is HLA-DQA10501-DQB10301 with pseudo-sequence HLA-DQA10501-DQB10301. The binding affinity (normalized) is 0.665. (7) The peptide sequence is EVVDYLGIPASARPV. The MHC is DRB1_1201 with pseudo-sequence DRB1_1201. The binding affinity (normalized) is 0.406. (8) The binding affinity (normalized) is 0.0844. The peptide sequence is YLGPLSCKSCWQKFD. The MHC is H-2-IEd with pseudo-sequence H-2-IEd. (9) The peptide sequence is GELNIVDKIDAAFKI. The MHC is DRB5_0101 with pseudo-sequence DRB5_0101. The binding affinity (normalized) is 0.664.